Predict the reaction yield, written as a fraction of the theoretical maximum amount of product (1.0 means a 100% yield; for example, 0.34 means a 34% yield). From a dataset of Reaction yield outcomes from USPTO patents with 853,638 reactions. (1) The reactants are [CH3:1][C:2]1[N:7]=[C:6]([NH:8][C:9]([NH:11][C:12]([CH:14]2[CH2:18]CO[CH2:15]2)=[O:13])=[O:10])[CH:5]=[CH:4][C:3]=1[O:19][C:20]1[CH:25]=[CH:24][N:23]=[C:22]([C:26]2[CH:27]=[N:28][N:29]([CH3:31])[CH:30]=2)[CH:21]=1.[C:32](Cl)(=O)C(Cl)=O.N1C=CC=CC=1.Cl[CH2:45][CH2:46]Cl. The catalyst is C1COCC1. The product is [CH3:32][C:45]1([CH3:46])[CH2:15][CH:14]([C:12]([NH:11][C:9](=[O:10])[NH:8][C:6]2[CH:5]=[CH:4][C:3]([O:19][C:20]3[CH:25]=[CH:24][N:23]=[C:22]([C:26]4[CH:27]=[N:28][N:29]([CH3:31])[CH:30]=4)[CH:21]=3)=[C:2]([CH3:1])[N:7]=2)=[O:13])[CH2:18]1. The yield is 0.870. (2) The reactants are [C:1]([O:5][C:6]([N:8]([CH3:22])[C@@H:9]([C:13]([CH3:21])([C:15]1[CH:20]=[CH:19][CH:18]=[CH:17][CH:16]=1)[CH3:14])[C:10](O)=[O:11])=[O:7])([CH3:4])([CH3:3])[CH3:2].F[P-](F)(F)(F)(F)F.N1(O[P+](N2CCCC2)(N2CCCC2)N2CCCC2)C2C=CC=CC=2N=N1.C(N(C(C)C)CC)(C)C.Cl.[NH2:66][C@H:67]([C:71]([N:73]([CH3:86])[C@@H:74]([CH:83]([CH3:85])[CH3:84])/[CH:75]=[C:76](\[CH3:82])/[C:77]([O:79][CH2:80][CH3:81])=[O:78])=[O:72])[C@H:68]([CH3:70])[OH:69]. The catalyst is ClCCl.C(OCC)(=O)C. The product is [C:1]([O:5][C:6]([N:8]([CH3:22])[C@H:9]([C:10]([NH:66][C@H:67]([C:71]([N:73]([C@H:74]([CH:83]([CH3:84])[CH3:85])/[CH:75]=[C:76](\[CH3:82])/[C:77]([O:79][CH2:80][CH3:81])=[O:78])[CH3:86])=[O:72])[C@H:68]([CH3:70])[OH:69])=[O:11])[C:13]([CH3:21])([CH3:14])[C:15]1[CH:16]=[CH:17][CH:18]=[CH:19][CH:20]=1)=[O:7])([CH3:3])([CH3:4])[CH3:2]. The yield is 0.750.